Dataset: Full USPTO retrosynthesis dataset with 1.9M reactions from patents (1976-2016). Task: Predict the reactants needed to synthesize the given product. Given the product [CH3:31][CH2:32][CH2:33][CH2:34][CH2:35][CH2:36][CH:37]=[CH:38][CH2:31][CH2:32][CH2:33][CH2:34][CH2:35][CH3:36].[CH2:31]=[CH2:32], predict the reactants needed to synthesize it. The reactants are: [Sn](Cl)(Cl)(Cl)Cl.[Sn](Br)(Br)(Br)Br.[Sn](I)(I)(I)I.[Cl-].[Ce+3].[Cl-].[Cl-].[Sb](Cl)(Cl)Cl.[Cl-].[Cl-].[Ga+2].[Cl-].[Cl-].[Cl-].[Al+3].[CH2:31]=[CH:32][CH2:33][CH2:34][CH2:35][CH2:36][CH2:37][CH3:38].